From a dataset of Catalyst prediction with 721,799 reactions and 888 catalyst types from USPTO. Predict which catalyst facilitates the given reaction. (1) Reactant: O=[O+][O-].C([C:6](=[O:34])[C:7]([C@@H:9]([NH:14][C:15](=[O:33])[O:16][C@H:17]([CH2:21][C:22]1[O:23][C:24]([C:27]2[CH:32]=[CH:31][CH:30]=[CH:29][CH:28]=2)=[N:25][N:26]=1)[CH:18]([CH3:20])[CH3:19])[CH2:10][CH2:11][CH2:12][CH3:13])=[O:8])#N.[CH3:35][C@@H:36]([NH2:43])[C:37]1[CH:42]=[CH:41][CH:40]=[CH:39][CH:38]=1. Product: [O:34]=[C:6]([NH:43][C@@H:36]([C:37]1[CH:42]=[CH:41][CH:40]=[CH:39][CH:38]=1)[CH3:35])[C:7]([C@@H:9]([NH:14][C:15](=[O:33])[O:16][C@H:17]([CH2:21][C:22]1[O:23][C:24]([C:27]2[CH:32]=[CH:31][CH:30]=[CH:29][CH:28]=2)=[N:25][N:26]=1)[CH:18]([CH3:20])[CH3:19])[CH2:10][CH2:11][CH2:12][CH3:13])=[O:8]. The catalyst class is: 4. (2) Reactant: [CH2:1]([N:3]1[C:7]2[CH:8]=[CH:9][C:10]([C:12](=[O:22])[C:13]3[CH:18]=[CH:17][C:16]([N+:19]([O-:21])=[O:20])=[CH:15][CH:14]=3)=[CH:11][C:6]=2[S:5][C:4]1=[O:23])[CH3:2].[BH4-].[Na+]. Product: [CH2:1]([N:3]1[C:7]2[CH:8]=[CH:9][C:10]([CH:12]([OH:22])[C:13]3[CH:18]=[CH:17][C:16]([N+:19]([O-:21])=[O:20])=[CH:15][CH:14]=3)=[CH:11][C:6]=2[S:5][C:4]1=[O:23])[CH3:2]. The catalyst class is: 5. (3) The catalyst class is: 4. Product: [CH3:28][N:27]([CH:24]1[CH2:25][CH2:26][N:21]([C:14]([O:16][C:17]([CH3:20])([CH3:19])[CH3:18])=[O:15])[CH2:22][CH2:23]1)[C:11]([C:7]1[CH:6]=[C:5]2[C:10](=[CH:9][CH:8]=1)[C:2](=[O:1])[O:3][CH2:4]2)=[O:13]. Reactant: [O:1]=[C:2]1[C:10]2[C:5](=[CH:6][C:7]([C:11]([OH:13])=O)=[CH:8][CH:9]=2)[CH2:4][O:3]1.[C:14]([N:21]1[CH2:26][CH2:25][CH:24]([NH:27][CH3:28])[CH2:23][CH2:22]1)([O:16][C:17]([CH3:20])([CH3:19])[CH3:18])=[O:15].C1C=CC2N(O)N=NC=2C=1.C(Cl)CCl.CN1CCOCC1. (4) Reactant: [CH3:1][O:2][CH2:3][C:4]1[N:8]([CH3:9])[N:7]=[C:6]([N+:10]([O-])=O)[CH:5]=1. Product: [CH3:1][O:2][CH2:3][C:4]1[N:8]([CH3:9])[N:7]=[C:6]([NH2:10])[CH:5]=1. The catalyst class is: 293. (5) Reactant: [CH3:1][O:2][C:3](=[O:16])[C:4]([NH:8][C:9]([O:11][C:12]([CH3:15])([CH3:14])[CH3:13])=[O:10])([CH3:7])[CH2:5][OH:6].CO[C:19](OC)([CH3:21])[CH3:20].B(F)(F)F.O(CC)CC. Product: [CH3:1][O:2][C:3]([C:4]1([CH3:7])[CH2:5][O:6][C:19]([CH3:21])([CH3:20])[N:8]1[C:9]([O:11][C:12]([CH3:15])([CH3:14])[CH3:13])=[O:10])=[O:16]. The catalyst class is: 21. (6) The catalyst class is: 269. Reactant: C(OC(=O)[NH:7][C@H:8]([C:11]1[CH:16]=[CH:15][C:14]([O:17][CH2:18][CH:19]([CH3:23])[CH2:20][CH2:21][CH3:22])=[CH:13][CH:12]=1)[CH2:9][OH:10])(C)(C)C.[ClH:25]. Product: [ClH:25].[NH2:7][C@H:8]([C:11]1[CH:16]=[CH:15][C:14]([O:17][CH2:18][CH:19]([CH3:23])[CH2:20][CH2:21][CH3:22])=[CH:13][CH:12]=1)[CH2:9][OH:10]. (7) Reactant: [C:1]([C:4]1[CH:9]=[CH:8][CH:7]=[CH:6][CH:5]=1)(=[O:3])[CH3:2].[CH2:10]([Mg]Br)[CH:11]=[CH2:12]. Product: [C:4]1([C:1]([OH:3])([CH2:12][CH:11]=[CH2:10])[CH3:2])[CH:9]=[CH:8][CH:7]=[CH:6][CH:5]=1. The catalyst class is: 1. (8) Reactant: [C:1]1([C:7]2[CH:12]=[C:11]([C:13]3([CH:19]=O)[CH2:18][CH2:17][O:16][CH2:15][CH2:14]3)[CH:10]=[CH:9][C:8]=2[NH:21][C:22]([C:24]2[NH:25][CH:26]=[C:27]([C:29]#[N:30])[N:28]=2)=[O:23])[CH2:6][CH2:5][CH2:4][CH2:3][CH:2]=1.[NH:31]1[CH2:36][CH2:35][O:34][CH2:33][CH2:32]1.[BH4-].[Na+].C([O-])(O)=O.[Na+]. Product: [C:1]1([C:7]2[CH:12]=[C:11]([C:13]3([CH2:19][N:31]4[CH2:36][CH2:35][O:34][CH2:33][CH2:32]4)[CH2:18][CH2:17][O:16][CH2:15][CH2:14]3)[CH:10]=[CH:9][C:8]=2[NH:21][C:22]([C:24]2[NH:25][CH:26]=[C:27]([C:29]#[N:30])[N:28]=2)=[O:23])[CH2:6][CH2:5][CH2:4][CH2:3][CH:2]=1. The catalyst class is: 168. (9) The catalyst class is: 11. Product: [CH2:1]([O:3][C:4]([C:6]1[O:10][N:9]=[C:8]([C:11]([CH3:13])([CH3:12])[CH3:14])[C:7]=1[C:15]#[N:16])=[O:5])[CH3:2]. Reactant: [CH2:1]([O:3][C:4]([CH:6]1[O:10][N:9]=[C:8]([C:11]([CH3:14])([CH3:13])[CH3:12])[CH:7]1[C:15]#[N:16])=[O:5])[CH3:2].C(C1C(=O)C(Cl)=C(Cl)C(=O)C=1C#N)#N. (10) Reactant: [Cl:1][C:2]1[CH:10]=[C:9]2[C:5]([CH:6]=[CH:7][NH:8]2)=[CH:4][CH:3]=1.[F:11][C:12]([F:23])([F:22])[C:13](O[C:13](=[O:14])[C:12]([F:23])([F:22])[F:11])=[O:14]. Product: [Cl:1][C:2]1[CH:10]=[C:9]2[C:5]([C:6]([C:13](=[O:14])[C:12]([F:23])([F:22])[F:11])=[CH:7][NH:8]2)=[CH:4][CH:3]=1. The catalyst class is: 28.